Dataset: Full USPTO retrosynthesis dataset with 1.9M reactions from patents (1976-2016). Task: Predict the reactants needed to synthesize the given product. Given the product [F:63][C:57]1[C:58]([F:62])=[CH:59][CH:60]=[CH:61][C:56]=1[CH2:55][S:54][C:52]1[N:53]=[C:48]([NH:42][C@H:43]([CH3:44])[CH2:45][OH:46])[C:49]2[S:66][C:65](=[O:67])[N:64]([CH2:68][CH2:69][S:70]([C:73]3[CH:74]=[CH:75][CH:76]=[CH:77][CH:78]=3)(=[O:71])=[O:72])[C:50]=2[N:51]=1, predict the reactants needed to synthesize it. The reactants are: ClC1C2SC(=O)NC=2N=C(SCC2C=CC=C(F)C=2F)N=1.C(N(C(C)C)CC)(C)C.C1(S(C=C)(=O)=O)C=CC=CC=1.[NH2:42][C@@H:43]([CH2:45][OH:46])[CH3:44].Cl[C:48]1[C:49]2[S:66][C:65](=[O:67])[N:64]([CH2:68][CH2:69][S:70]([C:73]3[CH:78]=[CH:77][CH:76]=[CH:75][CH:74]=3)(=[O:72])=[O:71])[C:50]=2[N:51]=[C:52]([S:54][CH2:55][C:56]2[CH:61]=[CH:60][CH:59]=[C:58]([F:62])[C:57]=2[F:63])[N:53]=1.